Task: Predict the product of the given reaction.. Dataset: Forward reaction prediction with 1.9M reactions from USPTO patents (1976-2016) (1) Given the reactants [CH2:1]([O:8][CH2:9][CH:10]=[CH:11][CH:12]=[O:13])[C:2]1[CH:7]=[CH:6][CH:5]=[CH:4][CH:3]=1.C(O)(=O)C1C=CC=CC=1.[CH3:23][C:24]1[CH:32]=[CH:31][CH:30]=[C:29]2[C:25]=1[CH:26]=[CH:27][NH:28]2.[N+](C1C=C([N+]([O-])=O)C=CC=1C(O)=O)([O-])=O.C([C@@H]1N[C@H](C(C)(C)C)N(C)C1=O)C1C=CC=CC=1, predict the reaction product. The product is: [CH2:1]([O:8][CH2:9][C@@H:10]([C:26]1[C:25]2[C:29](=[CH:30][CH:31]=[CH:32][C:24]=2[CH3:23])[NH:28][CH:27]=1)[CH2:11][CH:12]=[O:13])[C:2]1[CH:7]=[CH:6][CH:5]=[CH:4][CH:3]=1. (2) Given the reactants [CH3:1][O:2][C:3]1[CH:20]=[CH:19][C:6]2[CH2:7][C:8]([CH3:18])=[N:9][N:10]=[C:11]([C:12]3[CH:13]=[N:14][CH:15]=[CH:16][CH:17]=3)[C:5]=2[CH:4]=1.C([BH3-])#N.[Na+], predict the reaction product. The product is: [CH3:1][O:2][C:3]1[CH:20]=[CH:19][C:6]2[CH2:7][CH:8]([CH3:18])[NH:9][N:10]=[C:11]([C:12]3[CH:13]=[N:14][CH:15]=[CH:16][CH:17]=3)[C:5]=2[CH:4]=1.